This data is from Forward reaction prediction with 1.9M reactions from USPTO patents (1976-2016). The task is: Predict the product of the given reaction. (1) Given the reactants [NH2:1][CH2:2][CH2:3][CH2:4][N:5]1[CH2:10][CH2:9][CH2:8][CH:7]([N:11]2[C:22]3=[C:23]4[C:18](=[CH:19][CH:20]=[CH:21]3)[CH:17]=[N:16][CH:15]=[C:14]4[CH2:13][CH2:12]2)[CH2:6]1.C(N(CC)C(C)C)(C)C.[CH2:33]([N:40]=[C:41]=[O:42])[C:34]1[CH:39]=[CH:38][CH:37]=[CH:36][CH:35]=1.C(=O)([O-])O.[Na+], predict the reaction product. The product is: [N:11]1([CH:7]2[CH2:8][CH2:9][CH2:10][N:5]([CH2:4][CH2:3][CH2:2][NH:1][C:41]([NH:40][CH2:33][C:34]3[CH:39]=[CH:38][CH:37]=[CH:36][CH:35]=3)=[O:42])[CH2:6]2)[C:22]2=[C:23]3[C:18](=[CH:19][CH:20]=[CH:21]2)[CH:17]=[N:16][CH:15]=[C:14]3[CH2:13][CH2:12]1. (2) Given the reactants C[N:2](C)[CH:3]=[O:4].[N+:6]([C:9]1[CH:17]=[C:16]2[C:12]([CH2:13][CH2:14][CH:15]2C(O)=O)=[CH:11][CH:10]=1)([O-:8])=[O:7].S(Cl)(Cl)=O.C1(C)C=CC=CC=1, predict the reaction product. The product is: [N+:6]([C:9]1[CH:17]=[C:16]2[C:12]([CH2:13][CH2:14][CH:15]2[C:3]([NH2:2])=[O:4])=[CH:11][CH:10]=1)([O-:8])=[O:7].